This data is from Serine/threonine kinase 33 screen with 319,792 compounds. The task is: Binary Classification. Given a drug SMILES string, predict its activity (active/inactive) in a high-throughput screening assay against a specified biological target. The compound is O(c1c(n2c(c(c3ccccc3)c(=O)nc2C)C)cccc1)C. The result is 0 (inactive).